Dataset: Choline transporter screen with 302,306 compounds. Task: Binary Classification. Given a drug SMILES string, predict its activity (active/inactive) in a high-throughput screening assay against a specified biological target. The result is 0 (inactive). The drug is O=C(N1CCCc2c1cccc2)c1ccc(NC(=O)C)cc1.